This data is from Forward reaction prediction with 1.9M reactions from USPTO patents (1976-2016). The task is: Predict the product of the given reaction. (1) The product is: [F:23][C:24]1[CH:25]=[CH:26][C:27]([C:30]2[S:34][C:33]([CH3:35])=[N:32][C:31]=2[C:36]([N:6]2[CH2:5][C@H:4]3[C@H:8]([CH2:9][CH:2]([CH3:1])[CH2:3]3)[C@H:7]2[CH2:10][NH:11][C:12]([C:14]2[N:21]3[C:17]([S:18][CH:19]=[CH:20]3)=[N:16][C:15]=2[CH3:22])=[O:13])=[O:37])=[CH:28][CH:29]=1. Given the reactants [CH3:1][CH:2]1[CH2:9][C@H:8]2[C@H:4]([CH2:5][NH:6][C@@H:7]2[CH2:10][NH:11][C:12]([C:14]2[N:21]3[C:17]([S:18][CH:19]=[CH:20]3)=[N:16][C:15]=2[CH3:22])=[O:13])[CH2:3]1.[F:23][C:24]1[CH:29]=[CH:28][C:27]([C:30]2[S:34][C:33]([CH3:35])=[N:32][C:31]=2[C:36](O)=[O:37])=[CH:26][CH:25]=1, predict the reaction product. (2) Given the reactants [O:1]1[C:5]2[CH:6]=[CH:7][CH:8]=[CH:9][C:4]=2[CH:3]=[C:2]1[C:10](Cl)=[O:11].[CH3:13][CH2:14][CH2:15][CH:16]([NH2:20])[CH2:17][CH2:18][CH3:19], predict the reaction product. The product is: [CH2:15]([CH:16]([NH:20][C:10]([C:2]1[O:1][C:5]2[CH:6]=[CH:7][CH:8]=[CH:9][C:4]=2[CH:3]=1)=[O:11])[CH2:17][CH2:18][CH3:19])[CH2:14][CH3:13]. (3) Given the reactants [Li+].CC([N-]C(C)C)C.[F:9][C:10]1[CH:11]=[C:12]([C@:17]2([CH2:30][N:31]3[CH:35]=[N:34][CH:33]=[N:32]3)[C@@H:19]([C:20]3[CH:25]=[CH:24][CH:23]=[CH:22][C:21]=3[C:26]([F:29])([F:28])[F:27])[O:18]2)[CH:13]=[CH:14][C:15]=1[F:16].[CH3:36][S:37]SC.[Cl-].[NH4+], predict the reaction product. The product is: [F:9][C:10]1[CH:11]=[C:12]([C@:17]2([CH2:30][N:31]3[C:35]([S:37][CH3:36])=[N:34][CH:33]=[N:32]3)[C@@H:19]([C:20]3[CH:25]=[CH:24][CH:23]=[CH:22][C:21]=3[C:26]([F:29])([F:27])[F:28])[O:18]2)[CH:13]=[CH:14][C:15]=1[F:16]. (4) Given the reactants Br[C:2]1[CH:7]=[CH:6][CH:5]=[C:4]([O:8][Si:9]([CH:16]([CH3:18])[CH3:17])([CH:13]([CH3:15])[CH3:14])[CH:10]([CH3:12])[CH3:11])[CH:3]=1.C([Li])CCC.[CH3:24][O:25][CH2:26][O:27][C:28]1[CH:35]=[C:34]([O:36][CH3:37])[CH:33]=[CH:32][C:29]=1[CH:30]=[O:31].O, predict the reaction product. The product is: [CH3:37][O:36][C:34]1[CH:33]=[CH:32][C:29]([CH:30]([C:2]2[CH:7]=[CH:6][CH:5]=[C:4]([O:8][Si:9]([CH:16]([CH3:18])[CH3:17])([CH:13]([CH3:15])[CH3:14])[CH:10]([CH3:12])[CH3:11])[CH:3]=2)[OH:31])=[C:28]([O:27][CH2:26][O:25][CH3:24])[CH:35]=1. (5) The product is: [Cl:12][C:13]1[CH:14]=[C:15]([C:19](=[N:11][NH:10][C:8]([C:5]2[CH:4]=[N:3][C:2]([CH3:1])=[CH:7][N:6]=2)=[O:9])[CH:20]=[N:21][OH:22])[CH:16]=[CH:17][CH:18]=1. Given the reactants [CH3:1][C:2]1[N:3]=[CH:4][C:5]([C:8]([NH:10][NH2:11])=[O:9])=[N:6][CH:7]=1.[Cl:12][C:13]1[CH:14]=[C:15]([C:19](=O)[CH:20]=[N:21][OH:22])[CH:16]=[CH:17][CH:18]=1, predict the reaction product.